This data is from Catalyst prediction with 721,799 reactions and 888 catalyst types from USPTO. The task is: Predict which catalyst facilitates the given reaction. (1) Reactant: [OH-].[K+:2].[Br:3][C:4]1[N:5]([C:14]2[C:23]3[C:18](=[CH:19][CH:20]=[CH:21][CH:22]=3)[C:17]([CH:24]3[CH2:26][CH2:25]3)=[CH:16][CH:15]=2)[C:6]([S:9][CH2:10][C:11]([OH:13])=[O:12])=[N:7][N:8]=1. Product: [Br:3][C:4]1[N:5]([C:14]2[C:23]3[C:18](=[CH:19][CH:20]=[CH:21][CH:22]=3)[C:17]([CH:24]3[CH2:26][CH2:25]3)=[CH:16][CH:15]=2)[C:6]([S:9][CH2:10][C:11]([O-:13])=[O:12])=[N:7][N:8]=1.[K+:2]. The catalyst class is: 8. (2) Reactant: [H-].[Na+].[CH3:3][O:4][C:5]1[CH:6]=[C:7]2[C:11](=[CH:12][C:13]=1[O:14][CH3:15])[NH:10][CH:9]=[C:8]2[C:16]1[N:24]([S:25]([C:28]2[CH:33]=[CH:32][C:31]([CH3:34])=[CH:30][CH:29]=2)(=[O:27])=[O:26])[C:19]2=[N:20][CH:21]=[CH:22][CH:23]=[C:18]2[CH:17]=1.[Si:35]([O:42][CH2:43][CH2:44]Br)([C:38]([CH3:41])([CH3:40])[CH3:39])([CH3:37])[CH3:36].O. Product: [CH3:3][O:4][C:5]1[CH:6]=[C:7]2[C:11](=[CH:12][C:13]=1[O:14][CH3:15])[N:10]([CH2:44][CH2:43][O:42][Si:35]([C:38]([CH3:41])([CH3:40])[CH3:39])([CH3:37])[CH3:36])[CH:9]=[C:8]2[C:16]1[N:24]([S:25]([C:28]2[CH:29]=[CH:30][C:31]([CH3:34])=[CH:32][CH:33]=2)(=[O:27])=[O:26])[C:19]2=[N:20][CH:21]=[CH:22][CH:23]=[C:18]2[CH:17]=1. The catalyst class is: 42. (3) Reactant: [OH:1][C:2]1[CH:3]=[C:4]([CH2:8][CH2:9][CH2:10][NH:11][C:12]2[N:17]=[C:16]([CH3:18])[C:15]([C:19]([NH:21][C@@H:22]([CH2:26][NH:27][C:28]([C:30]3[S:31][CH:32]=[CH:33][CH:34]=3)=[O:29])[C:23]([OH:25])=[O:24])=[O:20])=[C:14]([CH3:35])[N:13]=2)[CH:5]=[CH:6][CH:7]=1.S(Cl)(Cl)=O.[CH:40]1(O)[CH2:44][CH2:43][CH2:42][CH2:41]1. Product: [CH:40]1([O:24][C:23](=[O:25])[C@@H:22]([NH:21][C:19]([C:15]2[C:16]([CH3:18])=[N:17][C:12]([NH:11][CH2:10][CH2:9][CH2:8][C:4]3[CH:5]=[CH:6][CH:7]=[C:2]([OH:1])[CH:3]=3)=[N:13][C:14]=2[CH3:35])=[O:20])[CH2:26][NH:27][C:28]([C:30]2[S:31][CH:32]=[CH:33][CH:34]=2)=[O:29])[CH2:44][CH2:43][CH2:42][CH2:41]1. The catalyst class is: 225. (4) Reactant: [CH2:1]([S:4]([N:7]1[CH2:12][CH2:11][NH:10][CH2:9][CH2:8]1)(=[O:6])=[O:5])[CH2:2][CH3:3].C(=O)([O-])[O-].[K+].[K+].[N+:19]([C:22]1[CH:29]=[CH:28][C:25]([CH2:26]Br)=[CH:24][CH:23]=1)([O-:21])=[O:20]. Product: [N+:19]([C:22]1[CH:29]=[CH:28][C:25]([CH2:26][N:10]2[CH2:11][CH2:12][N:7]([S:4]([CH2:1][CH2:2][CH3:3])(=[O:5])=[O:6])[CH2:8][CH2:9]2)=[CH:24][CH:23]=1)([O-:21])=[O:20]. The catalyst class is: 3. (5) Reactant: [N+:1]([C:4]1[N:5]=[CH:6][N:7]([C:9]2[CH:14]=[CH:13][CH:12]=[C:11]([C:15]([F:18])([F:17])[F:16])[CH:10]=2)[CH:8]=1)([O-])=O. Product: [F:18][C:15]([F:16])([F:17])[C:11]1[CH:10]=[C:9]([N:7]2[CH:8]=[C:4]([NH2:1])[N:5]=[CH:6]2)[CH:14]=[CH:13][CH:12]=1. The catalyst class is: 19. (6) Reactant: [F:1][C:2]1[CH:3]=[C:4]([CH:7]=[CH:8][C:9]=1[N:10]1[C:22]2[C:21]3[CH:20]=[C:19]([OH:23])[C:18]([O:24][CH3:25])=[CH:17][C:16]=3[N:15]=[CH:14][C:13]=2[N:12]([CH3:26])[C:11]1=[O:27])[C:5]#[N:6].C1(P(C2C=CC=CC=2)C2C=CC=CN=2)C=CC=CC=1.O[CH:48]([C:60]1[S:61][CH:62]=[CH:63][CH:64]=1)[CH2:49][NH:50][C:51](=[O:59])[O:52][CH2:53][CH2:54][Si:55]([CH3:58])([CH3:57])[CH3:56].N(C(OC(C)C)=O)=NC(OC(C)C)=O.[Cl-].[Na+]. Product: [C:5]([C:4]1[CH:7]=[CH:8][C:9]([N:10]2[C:22]3[C:21]4[CH:20]=[C:19]([O:23][CH:48]([C:60]5[S:61][CH:62]=[CH:63][CH:64]=5)[CH2:49][NH:50][C:51](=[O:59])[O:52][CH2:53][CH2:54][Si:55]([CH3:58])([CH3:56])[CH3:57])[C:18]([O:24][CH3:25])=[CH:17][C:16]=4[N:15]=[CH:14][C:13]=3[N:12]([CH3:26])[C:11]2=[O:27])=[C:2]([F:1])[CH:3]=1)#[N:6]. The catalyst class is: 54. (7) Reactant: [Cl:1][C:2]1[N:7]=[C:6]([NH:8][C:9]([C@@H:11]2[CH2:15][CH2:14][N:13](C(OCC3C=CC=CC=3)=O)[N:12]2[C:26](=[O:46])[C@@H:27]([CH2:34][N:35]([CH:44]=[O:45])[O:36]CC2C=CC=CC=2)[CH2:28][CH:29]2[CH2:33][CH2:32][CH2:31][CH2:30]2)=[O:10])[CH:5]=[CH:4][CH:3]=1. Product: [Cl:1][C:2]1[N:7]=[C:6]([NH:8][C:9]([C@@H:11]2[CH2:15][CH2:14][NH:13][N:12]2[C:26](=[O:46])[C@@H:27]([CH2:34][N:35]([CH:44]=[O:45])[OH:36])[CH2:28][CH:29]2[CH2:33][CH2:32][CH2:31][CH2:30]2)=[O:10])[CH:5]=[CH:4][CH:3]=1. The catalyst class is: 105. (8) Reactant: [Cl-].O[NH3+:3].[C:4](=[O:7])([O-])[OH:5].[Na+].CS(C)=O.[CH3:13][O:14][CH:15]1[CH2:20][CH2:19][CH2:18][CH2:17][CH:16]1[N:21]1[C:26](=[O:27])[C:25]([CH2:28][C:29]2[CH:34]=[CH:33][C:32]([C:35]3[C:36]([C:41]#[N:42])=[CH:37][CH:38]=[CH:39][CH:40]=3)=[CH:31][CH:30]=2)=[C:24]([CH2:43][CH2:44][CH3:45])[N:23]2[N:46]=[C:47]([CH3:49])[N:48]=[C:22]12. Product: [CH3:13][O:14][CH:15]1[CH2:20][CH2:19][CH2:18][CH2:17][CH:16]1[N:21]1[C:26](=[O:27])[C:25]([CH2:28][C:29]2[CH:34]=[CH:33][C:32]([C:35]3[CH:40]=[CH:39][CH:38]=[CH:37][C:36]=3[C:41]3[NH:3][C:4](=[O:7])[O:5][N:42]=3)=[CH:31][CH:30]=2)=[C:24]([CH2:43][CH2:44][CH3:45])[N:23]2[N:46]=[C:47]([CH3:49])[N:48]=[C:22]12. The catalyst class is: 13.